From a dataset of Catalyst prediction with 721,799 reactions and 888 catalyst types from USPTO. Predict which catalyst facilitates the given reaction. (1) Product: [CH2:3]([O:5][CH2:6][CH2:7][O:8][C:9]1[CH:14]=[C:13](/[CH:15]=[C:16](\[O:21][CH3:22])/[C:17]([OH:19])=[O:18])[CH:12]=[CH:11][C:10]=1[C:23]1[CH:28]=[CH:27][CH:26]=[C:25]([N:29]([CH3:38])[C:30]([NH:32][CH2:33][CH2:34][CH2:35][CH2:36][CH3:37])=[O:31])[CH:24]=1)[CH3:4]. Reactant: [OH-].[Na+].[CH2:3]([O:5][CH2:6][CH2:7][O:8][C:9]1[CH:14]=[C:13](/[CH:15]=[C:16](\[O:21][CH3:22])/[C:17]([O:19]C)=[O:18])[CH:12]=[CH:11][C:10]=1[C:23]1[CH:28]=[CH:27][CH:26]=[C:25]([N:29]([CH3:38])[C:30]([NH:32][CH2:33][CH2:34][CH2:35][CH2:36][CH3:37])=[O:31])[CH:24]=1)[CH3:4].O.Cl. The catalyst class is: 83. (2) Reactant: Br[C:2]1[CH:7]=[CH:6][C:5]([C@H:8]([CH3:18])[CH2:9][NH:10][C:11](=[O:17])[O:12][C:13]([CH3:16])([CH3:15])[CH3:14])=[C:4]([F:19])[CH:3]=1.CC([O-])=O.[K+].[B:25]1([B:25]2[O:29][C:28]([CH3:31])([CH3:30])[C:27]([CH3:33])([CH3:32])[O:26]2)[O:29][C:28]([CH3:31])([CH3:30])[C:27]([CH3:33])([CH3:32])[O:26]1. Product: [F:19][C:4]1[CH:3]=[C:2]([B:25]2[O:29][C:28]([CH3:31])([CH3:30])[C:27]([CH3:33])([CH3:32])[O:26]2)[CH:7]=[CH:6][C:5]=1[C@H:8]([CH3:18])[CH2:9][NH:10][C:11](=[O:17])[O:12][C:13]([CH3:16])([CH3:15])[CH3:14]. The catalyst class is: 140. (3) Reactant: [F:1][C:2]1[CH:7]=[CH:6][C:5]([N:8]2[C:12]([C:13](N(OC)C)=[O:14])=[CH:11][N:10]=[C:9]2[SH:19])=[CH:4][CH:3]=1.[H-].[Al+3].[Li+].[H-].[H-].[H-]. Product: [F:1][C:2]1[CH:3]=[CH:4][C:5]([N:8]2[C:12]([CH:13]=[O:14])=[CH:11][N:10]=[C:9]2[SH:19])=[CH:6][CH:7]=1. The catalyst class is: 1. (4) Reactant: Cl[C:2]1[CH:9]=[CH:8][C:5]([C:6]#[N:7])=[CH:4][N:3]=1.[CH2:10]([OH:17])[C:11]1[CH:16]=[CH:15][CH:14]=[CH:13][CH:12]=1.[OH-].[K+]. Product: [CH2:10]([O:17][C:2]1[CH:9]=[CH:8][C:5]([C:6]#[N:7])=[CH:4][N:3]=1)[C:11]1[CH:16]=[CH:15][CH:14]=[CH:13][CH:12]=1. The catalyst class is: 93. (5) Reactant: [F:1][C:2]1([S:11]([C:14]2[CH:19]=[CH:18][CH:17]=[C:16]([C:20]([F:23])([F:22])[F:21])[CH:15]=2)(=[O:13])=[O:12])[CH2:7][CH2:6][C:5]([CH2:9][OH:10])([CH3:8])[CH2:4][CH2:3]1.[CH3:24][S:25](Cl)(=[O:27])=[O:26]. Product: [CH3:24][S:25]([O:10][CH2:9][C:5]1([CH3:8])[CH2:4][CH2:3][C:2]([F:1])([S:11]([C:14]2[CH:19]=[CH:18][CH:17]=[C:16]([C:20]([F:21])([F:22])[F:23])[CH:15]=2)(=[O:13])=[O:12])[CH2:7][CH2:6]1)(=[O:27])=[O:26]. The catalyst class is: 1. (6) Reactant: [F:1][C:2]1[CH:3]=[C:4]([C:8]2[S:9][C:10]([NH:14][CH3:15])=[C:11]([CH3:13])[N:12]=2)[CH:5]=[N:6][CH:7]=1.[N:16]([CH:19]1[CH2:21][CH2:20]1)=[C:17]=[S:18]. Product: [CH:19]1([NH:16][C:17](=[S:18])[N:14]([C:10]2[S:9][C:8]([C:4]3[CH:5]=[N:6][CH:7]=[C:2]([F:1])[CH:3]=3)=[N:12][C:11]=2[CH3:13])[CH3:15])[CH2:21][CH2:20]1. The catalyst class is: 12.